From a dataset of Reaction yield outcomes from USPTO patents with 853,638 reactions. Predict the reaction yield, written as a fraction of the theoretical maximum amount of product (1.0 means a 100% yield; for example, 0.34 means a 34% yield). (1) The reactants are [C:1](Cl)(=O)C(Cl)=O.[CH2:7]([N:14]([CH2:24][C:25]1[CH:30]=[CH:29][CH:28]=[CH:27][CH:26]=1)[CH:15]1[CH2:19][CH:18]([C:20](O)=[O:21])[CH:17]([CH3:23])[CH2:16]1)[C:8]1[CH:13]=[CH:12][CH:11]=[CH:10][CH:9]=1.CN(C=O)C.C[Si](C=[N+]=[N-])(C)C.[BrH:43].C([O-])(O)=O.[Na+]. The yield is 0.690. The product is [Br:43][CH2:1][C:20]([CH:18]1[CH2:19][CH:15]([N:14]([CH2:24][C:25]2[CH:26]=[CH:27][CH:28]=[CH:29][CH:30]=2)[CH2:7][C:8]2[CH:9]=[CH:10][CH:11]=[CH:12][CH:13]=2)[CH2:16][CH:17]1[CH3:23])=[O:21]. The catalyst is C(Cl)Cl.C1COCC1.CC#N. (2) The reactants are [Cl:1][C:2]1[CH:3]=[N:4][CH:5]=[CH:6][C:7]=1[CH2:8][NH:9][C:10]1[N:15]=[CH:14][C:13]([CH:16]=[O:17])=[CH:12][CH:11]=1.[C:18]([O:22][C:23](O[C:23]([O:22][C:18]([CH3:21])([CH3:20])[CH3:19])=[O:24])=[O:24])([CH3:21])([CH3:20])[CH3:19].C(N(CC)CC)C. The catalyst is ClCCl.CN(C)C1C=CN=CC=1. The product is [C:18]([O:22][C:23](=[O:24])[N:9]([CH2:8][C:7]1[CH:6]=[CH:5][N:4]=[CH:3][C:2]=1[Cl:1])[C:10]1[CH:11]=[CH:12][C:13]([CH:16]=[O:17])=[CH:14][N:15]=1)([CH3:21])([CH3:20])[CH3:19]. The yield is 0.400. (3) The reactants are [H-].[Na+].[CH2:3]([OH:7])[CH2:4][CH2:5][CH3:6].Cl[C:9]1[N:10]=[C:11]([N:29]2[CH2:34][CH2:33][NH:32][CH2:31][CH:30]2[C:35](=[O:44])[NH:36][C:37]2[CH:42]=[CH:41][CH:40]=[C:39]([CH3:43])[CH:38]=2)[C:12]2[N:18]=[C:17]([C:19]3[CH:24]=[CH:23][C:22]([O:25][CH3:26])=[C:21]([O:27][CH3:28])[CH:20]=3)[CH:16]=[CH:15][C:13]=2[N:14]=1. The catalyst is O1CCCC1.O.CCCCCC.C(OCC)(=O)C. The product is [CH2:3]([O:7][C:9]1[N:10]=[C:11]([N:29]2[CH2:34][CH2:33][NH:32][CH2:31][CH:30]2[C:35](=[O:44])[NH:36][C:37]2[CH:42]=[CH:41][CH:40]=[C:39]([CH3:43])[CH:38]=2)[C:12]2[N:18]=[C:17]([C:19]3[CH:24]=[CH:23][C:22]([O:25][CH3:26])=[C:21]([O:27][CH3:28])[CH:20]=3)[CH:16]=[CH:15][C:13]=2[N:14]=1)[CH2:4][CH2:5][CH3:6]. The yield is 0.930. (4) The reactants are Br[CH2:2][CH2:3][O:4][C:5]1[CH:10]=[CH:9][C:8]([CH2:11][C@@H:12]([CH3:26])[C@@H:13]([CH3:25])[CH2:14][C:15]2[CH:20]=[CH:19][C:18]([O:21][CH3:22])=[C:17]([O:23][CH3:24])[CH:16]=2)=[CH:7][C:6]=1[O:27][CH3:28].C[O-].[Na+].[N+:32]([C:35]1[N:36]=[CH:37][NH:38][CH:39]=1)([O-:34])=[O:33]. No catalyst specified. The product is [CH3:24][O:23][C:17]1[CH:16]=[C:15]([CH2:14][C@H:13]([CH3:25])[C@H:12]([CH3:26])[CH2:11][C:8]2[CH:9]=[CH:10][C:5]([O:4][CH2:3][CH2:2][N:38]3[CH:39]=[C:35]([N+:32]([O-:34])=[O:33])[N:36]=[CH:37]3)=[C:6]([O:27][CH3:28])[CH:7]=2)[CH:20]=[CH:19][C:18]=1[O:21][CH3:22]. The yield is 0.650. (5) The catalyst is C1COCC1.C1C=CC(/C=C/C(/C=C/C2C=CC=CC=2)=O)=CC=1.C1C=CC(/C=C/C(/C=C/C2C=CC=CC=2)=O)=CC=1.C1C=CC(/C=C/C(/C=C/C2C=CC=CC=2)=O)=CC=1.[Pd].[Pd]. The reactants are [CH2:1]([N:8]1[CH2:14][C:13]2[N:15]=[CH:16][C:17](Cl)=[N:18][C:12]=2[O:11][CH2:10][CH2:9]1)[C:2]1[CH:7]=[CH:6][CH:5]=[CH:4][CH:3]=1.C1(P(C2CCCCC2)C2C=CC=CC=2C2C=CC=CC=2)CCCCC1.C[Si](C)(C)[N-:47][Si](C)(C)C.[Li+].Cl.C(=O)([O-])O.[Na+]. The product is [CH2:1]([N:8]1[CH2:14][C:13]2[N:15]=[CH:16][C:17]([NH2:47])=[N:18][C:12]=2[O:11][CH2:10][CH2:9]1)[C:2]1[CH:7]=[CH:6][CH:5]=[CH:4][CH:3]=1. The yield is 0.490.